This data is from Forward reaction prediction with 1.9M reactions from USPTO patents (1976-2016). The task is: Predict the product of the given reaction. Given the reactants C[O:2][C:3](=[O:42])[C:4]1[CH:9]=[CH:8][CH:7]=[C:6]([CH2:10][NH:11][C:12]([C@H:14]2[C@H:18]([C:19]3[CH:24]=[CH:23][CH:22]=[C:21]([Cl:25])[C:20]=3[F:26])[C@:17]([C:29]3[CH:34]=[CH:33][C:32]([Cl:35])=[CH:31][C:30]=3[F:36])([C:27]#[N:28])[C@H:16]([CH2:37][C:38]([CH3:41])([CH3:40])[CH3:39])[NH:15]2)=[O:13])[CH:5]=1.[OH-].[Na+], predict the reaction product. The product is: [Cl:25][C:21]1[C:20]([F:26])=[C:19]([C@@H:18]2[C@:17]([C:29]3[CH:34]=[CH:33][C:32]([Cl:35])=[CH:31][C:30]=3[F:36])([C:27]#[N:28])[C@H:16]([CH2:37][C:38]([CH3:41])([CH3:39])[CH3:40])[NH:15][C@H:14]2[C:12]([NH:11][CH2:10][C:6]2[CH:5]=[C:4]([CH:9]=[CH:8][CH:7]=2)[C:3]([OH:42])=[O:2])=[O:13])[CH:24]=[CH:23][CH:22]=1.